From a dataset of Reaction yield outcomes from USPTO patents with 853,638 reactions. Predict the reaction yield, written as a fraction of the theoretical maximum amount of product (1.0 means a 100% yield; for example, 0.34 means a 34% yield). (1) The reactants are Br[C:2]1[CH:3]=[C:4]2[C:9](=[CH:10][CH:11]=1)[CH2:8][C:7](=[O:12])[CH2:6][CH2:5]2.C[OH:14].CC1(C)C2[C:37](=C(P(C3C=CC=CC=3)C3C=CC=CC=3)C=CC=2)[O:36][C:18]2C(P(C3C=CC=CC=3)C3C=CC=CC=3)=CC=CC1=2. The catalyst is C(N(CC)CC)C.C([O-])(=O)C.[Pd+2].C([O-])(=O)C. The product is [O:12]=[C:7]1[CH2:6][CH2:5][C:4]2[CH:3]=[C:2]([C:18]([O:36][CH3:37])=[O:14])[CH:11]=[CH:10][C:9]=2[CH2:8]1. The yield is 0.220. (2) The reactants are [CH3:1][O:2][C:3](=[O:13])[CH2:4][C:5]1[S:6][CH:7]=[C:8]([CH2:10]OC)[CH:9]=1.B(Cl)(Cl)[Cl:15].O. The catalyst is ClCCl. The product is [CH3:1][O:2][C:3](=[O:13])[CH2:4][C:5]1[S:6][CH:7]=[C:8]([CH2:10][Cl:15])[CH:9]=1. The yield is 0.810.